Dataset: Full USPTO retrosynthesis dataset with 1.9M reactions from patents (1976-2016). Task: Predict the reactants needed to synthesize the given product. (1) Given the product [CH2:29]([CH:36]1[CH2:40][O:39][C:38](=[O:41])[N:37]1[C:26](=[O:27])[CH2:25][C:11]1[CH:12]=[C:13]([C:15]2[CH:20]=[CH:19][C:18]([C:21]([F:23])([F:22])[F:24])=[CH:17][CH:16]=2)[CH:14]=[C:9]([O:8][CH2:1][C:2]2[CH:7]=[CH:6][CH:5]=[CH:4][CH:3]=2)[CH:10]=1)[C:30]1[CH:31]=[CH:32][CH:33]=[CH:34][CH:35]=1, predict the reactants needed to synthesize it. The reactants are: [CH2:1]([O:8][C:9]1[CH:10]=[C:11]([CH2:25][C:26](O)=[O:27])[CH:12]=[C:13]([C:15]2[CH:20]=[CH:19][C:18]([C:21]([F:24])([F:23])[F:22])=[CH:17][CH:16]=2)[CH:14]=1)[C:2]1[CH:7]=[CH:6][CH:5]=[CH:4][CH:3]=1.[CH2:29]([C@H:36]1[CH2:40][O:39][C:38](=[O:41])[NH:37]1)[C:30]1[CH:35]=[CH:34][CH:33]=[CH:32][CH:31]=1. (2) Given the product [CH3:39][C:36]1[O:35][C:34]([S:31]([CH:15]([NH:16][CH2:17][C:18]2[CH:19]=[CH:20][C:21]([C:24]([CH3:29])([CH3:30])[CH2:25][CH2:26][CH2:27][CH3:28])=[CH:22][CH:23]=2)[C:11]2[N:10]=[C:9]([NH:8][CH2:40][C:41]([OH:43])=[O:42])[CH:14]=[CH:13][CH:12]=2)(=[O:33])=[O:32])=[CH:38][CH:37]=1, predict the reactants needed to synthesize it. The reactants are: C(OC([N:8]([CH2:40][C:41]([O:43]C(C)(C)C)=[O:42])[C:9]1[CH:14]=[CH:13][CH:12]=[C:11]([CH:15]([S:31]([C:34]2[O:35][C:36]([CH3:39])=[CH:37][CH:38]=2)(=[O:33])=[O:32])[NH:16][CH2:17][C:18]2[CH:23]=[CH:22][C:21]([C:24]([CH3:30])([CH3:29])[CH2:25][CH2:26][CH2:27][CH3:28])=[CH:20][CH:19]=2)[N:10]=1)=O)(C)(C)C.FC(F)(F)C(O)=O.